From a dataset of Reaction yield outcomes from USPTO patents with 853,638 reactions. Predict the reaction yield, written as a fraction of the theoretical maximum amount of product (1.0 means a 100% yield; for example, 0.34 means a 34% yield). (1) The reactants are [N+:1]([C:4]1[CH:9]=[CH:8][CH:7]=[CH:6][C:5]=1[C:10]1[S:11][CH:12]=[C:13]([C:15]2[CH:20]=[CH:19][CH:18]=[CH:17][CH:16]=2)[N:14]=1)([O-])=O. The catalyst is CO.[Ni]. The product is [C:15]1([C:13]2[N:14]=[C:10]([C:5]3[CH:6]=[CH:7][CH:8]=[CH:9][C:4]=3[NH2:1])[S:11][CH:12]=2)[CH:16]=[CH:17][CH:18]=[CH:19][CH:20]=1. The yield is 0.860. (2) The product is [C:27]([O:26][C:24]([N:20]1[CH2:21][CH2:22][CH2:23][CH:18]([C:16](=[O:17])[CH2:7][C:6]2[CH:9]=[CH:10][CH:11]=[CH:12][C:5]=2[F:4])[CH2:19]1)=[O:25])([CH3:30])([CH3:29])[CH3:28]. The yield is 0.270. The catalyst is C(OCC)C.C(OCC)(=O)C. The reactants are [Mg].II.[F:4][C:5]1[CH:12]=[CH:11][CH:10]=[CH:9][C:6]=1[CH2:7]Cl.CON(C)[C:16]([CH:18]1[CH2:23][CH2:22][CH2:21][N:20]([C:24]([O:26][C:27]([CH3:30])([CH3:29])[CH3:28])=[O:25])[CH2:19]1)=[O:17].[Cl-].[NH4+].